This data is from Reaction yield outcomes from USPTO patents with 853,638 reactions. The task is: Predict the reaction yield, written as a fraction of the theoretical maximum amount of product (1.0 means a 100% yield; for example, 0.34 means a 34% yield). (1) The product is [CH3:1][O:2][C:3]1[C:8]([O:9][CH3:10])=[C:7]([O:11][CH3:12])[CH:6]=[C:5]([CH3:13])[C:4]=1[C:14]([C:16]1[C:17]([F:24])=[N:18][CH:19]=[C:20]([CH3:23])[C:21]=1[I:22])=[O:15]. The reactants are [CH3:1][O:2][C:3]1[C:8]([O:9][CH3:10])=[C:7]([O:11][CH3:12])[CH:6]=[C:5]([CH3:13])[C:4]=1[CH:14]([C:16]1[C:17]([F:24])=[N:18][CH:19]=[C:20]([CH3:23])[C:21]=1[I:22])[OH:15]. The yield is 0.650. The catalyst is C1(C)C=CC=CC=1.[O-2].[O-2].[Mn+4]. (2) The reactants are CN(C)C1C=CC=CC=1.[Br:10][CH2:11][C:12](Br)=[O:13].[CH2:15]([O:22][C:23]1[CH:29]=[C:28]([C:30]([F:33])([F:32])[F:31])[C:26]([NH2:27])=[C:25]([C:34]([F:37])([F:36])[F:35])[CH:24]=1)[C:16]1[CH:21]=[CH:20][CH:19]=[CH:18][CH:17]=1. The catalyst is C1(C)C=CC=CC=1. The product is [CH2:15]([O:22][C:23]1[CH:24]=[C:25]([C:34]([F:36])([F:37])[F:35])[C:26]([NH:27][C:12](=[O:13])[CH2:11][Br:10])=[C:28]([C:30]([F:31])([F:32])[F:33])[CH:29]=1)[C:16]1[CH:17]=[CH:18][CH:19]=[CH:20][CH:21]=1. The yield is 0.647. (3) The reactants are Cl.Cl[CH2:3][C:4]1[C:9]([CH3:10])=[C:8]([O:11][CH3:12])[C:7]([CH3:13])=[CH:6][N:5]=1.[SH:14][C:15]1[NH:16][C:17]2[C:23]([S:24]([C:27]3[C:38]([CH3:39])=[CH:37][C:30]([O:31][CH2:32][C:33]([O:35][CH3:36])=[O:34])=[CH:29][C:28]=3[CH3:40])(=[O:26])=[O:25])=[C:22]([O:41][CH3:42])[CH:21]=[CH:20][C:18]=2[N:19]=1.C(=O)([O-])[O-].[K+].[K+].Cl. The catalyst is CN(C)C=O. The product is [CH3:42][O:41][C:22]1[CH:21]=[CH:20][C:18]2[N:19]=[C:15]([S:14][CH2:3][C:4]3[C:9]([CH3:10])=[C:8]([O:11][CH3:12])[C:7]([CH3:13])=[CH:6][N:5]=3)[NH:16][C:17]=2[C:23]=1[S:24]([C:27]1[C:28]([CH3:40])=[CH:29][C:30]([O:31][CH2:32][C:33]([O:35][CH3:36])=[O:34])=[CH:37][C:38]=1[CH3:39])(=[O:25])=[O:26]. The yield is 0.800. (4) The product is [F:1][C:2]1[CH:7]=[C:6]([CH:8]2[CH2:9][CH2:10][NH:11][CH2:12][CH2:13]2)[CH:5]=[CH:4][C:3]=1[C:14]1[O:15][C:16]2[C:22]([C:23]([NH2:25])=[O:24])=[CH:21][CH:20]=[CH:19][C:17]=2[N:18]=1. The reactants are [F:1][C:2]1[CH:7]=[C:6]([C:8]2[CH:13]=[CH:12][N:11]=[CH:10][CH:9]=2)[CH:5]=[CH:4][C:3]=1[C:14]1[O:15][C:16]2[C:22]([C:23]([NH2:25])=[O:24])=[CH:21][CH:20]=[CH:19][C:17]=2[N:18]=1.[H][H]. The catalyst is CO.[Pt](=O)=O. The yield is 0.320. (5) The reactants are Br[C:2]1[C:3]([C:16]2[CH:21]=[CH:20][CH:19]=[CH:18][CH:17]=2)=[N:4][C:5]2[C:10]([N:11]=1)=[CH:9][C:8]([C:12]([O:14]C)=[O:13])=[CH:7][CH:6]=2.CC1(C)C(C)(C)OB([C:30]2[CH:35]=[CH:34][C:33]([N+:36]([O-:38])=[O:37])=[CH:32][CH:31]=2)O1. No catalyst specified. The product is [N+:36]([C:33]1[CH:34]=[CH:35][C:30]([C:2]2[C:3]([C:16]3[CH:21]=[CH:20][CH:19]=[CH:18][CH:17]=3)=[N:4][C:5]3[C:10]([N:11]=2)=[CH:9][C:8]([C:12]([OH:14])=[O:13])=[CH:7][CH:6]=3)=[CH:31][CH:32]=1)([O-:38])=[O:37]. The yield is 0.240. (6) The reactants are [CH3:1][O:2][C:3]1[CH:4]=[C:5]([CH:34]=[CH:35][CH:36]=1)[CH2:6][NH:7][C:8]1[N:13]2[N:14]=[CH:15][C:16]([C:17](O)=[O:18])=[C:12]2[N:11]=[CH:10][C:9]=1[C:20]([N:22]1[CH2:27][CH2:26][CH:25]([C:28]2[CH:33]=[CH:32][CH:31]=[CH:30][CH:29]=2)[CH2:24][CH2:23]1)=[O:21].[CH3:37][S:38]([NH2:41])(=[O:40])=[O:39]. No catalyst specified. The product is [CH3:1][O:2][C:3]1[CH:4]=[C:5]([CH:34]=[CH:35][CH:36]=1)[CH2:6][NH:7][C:8]1[N:13]2[N:14]=[CH:15][C:16]([C:17]([NH:41][S:38]([CH3:37])(=[O:40])=[O:39])=[O:18])=[C:12]2[N:11]=[CH:10][C:9]=1[C:20]([N:22]1[CH2:27][CH2:26][CH:25]([C:28]2[CH:29]=[CH:30][CH:31]=[CH:32][CH:33]=2)[CH2:24][CH2:23]1)=[O:21]. The yield is 0.690.